From a dataset of Peptide-MHC class II binding affinity with 134,281 pairs from IEDB. Regression. Given a peptide amino acid sequence and an MHC pseudo amino acid sequence, predict their binding affinity value. This is MHC class II binding data. (1) The peptide sequence is NLWKMKTGRRGSANG. The MHC is DRB1_1301 with pseudo-sequence DRB1_1301. The binding affinity (normalized) is 0.898. (2) The peptide sequence is KTKEGVLYVGSKTKK. The MHC is DRB1_1302 with pseudo-sequence DRB1_1302. The binding affinity (normalized) is 0.0610. (3) The peptide sequence is LLTKFVAAALHNIKC. The MHC is DRB1_0405 with pseudo-sequence DRB1_0405. The binding affinity (normalized) is 0.582. (4) The peptide sequence is TPTEKDEYCARVNH. The MHC is DRB1_0301 with pseudo-sequence DRB1_0301. The binding affinity (normalized) is 0. (5) The peptide sequence is AGLTHMMIWHSNLND. The MHC is DRB1_1302 with pseudo-sequence DRB1_1302. The binding affinity (normalized) is 0.173.